Predict the reaction yield, written as a fraction of the theoretical maximum amount of product (1.0 means a 100% yield; for example, 0.34 means a 34% yield). From a dataset of Reaction yield outcomes from USPTO patents with 853,638 reactions. (1) The reactants are [F:1][CH:2]([F:14])[O:3][C:4]1[CH:5]=[C:6]2[C:10](=[CH:11][CH:12]=1)[NH:9][N:8]=[C:7]2[I:13].[CH3:15]C([O-])(C)C.[K+].CI. The catalyst is C1COCC1. The product is [F:14][CH:2]([F:1])[O:3][C:4]1[CH:5]=[C:6]2[C:10](=[CH:11][CH:12]=1)[N:9]([CH3:15])[N:8]=[C:7]2[I:13]. The yield is 0.792. (2) The reactants are FC(F)(F)S(O[C:7]1[C:12]2[CH2:13][O:14][C@@H:15]3[C@H:19]([C:11]=2[CH:10]=[CH:9][CH:8]=1)[CH2:18][N:17]([C:20]([O:22][C:23]([CH3:26])([CH3:25])[CH3:24])=[O:21])[CH2:16]3)(=O)=O.[CH:29]1(B(O)O)[CH2:31][CH2:30]1.C(=O)([O-])[O-].[K+].[K+].O1CCOCC1. The catalyst is C1C=CC(P(C2C=CC=CC=2)[C-]2C=CC=C2)=CC=1.C1C=CC(P(C2C=CC=CC=2)[C-]2C=CC=C2)=CC=1.Cl[Pd]Cl.[Fe+2].O. The product is [CH:29]1([C:7]2[C:12]3[CH2:13][O:14][C@@H:15]4[C@H:19]([C:11]=3[CH:10]=[CH:9][CH:8]=2)[CH2:18][N:17]([C:20]([O:22][C:23]([CH3:25])([CH3:26])[CH3:24])=[O:21])[CH2:16]4)[CH2:31][CH2:30]1. The yield is 0.390. (3) The yield is 0.770. The reactants are [CH3:1][O:2][CH2:3][CH2:4][N:5]1[C:9]([C:10]([OH:12])=O)=[CH:8][C:7]([CH3:13])=[N:6]1.O1CCCC1.C(Cl)(=O)C(Cl)=O.[NH2:25][C:26]1[CH:27]=[C:28]([CH:45]=[CH:46][C:47]=1[F:48])[O:29][C:30]1[CH:31]=[CH:32][C:33]2[N:34]([CH:36]=[C:37]([NH:39][C:40]([CH:42]3[CH2:44][CH2:43]3)=[O:41])[N:38]=2)[N:35]=1. The product is [CH:42]1([C:40]([NH:39][C:37]2[N:38]=[C:33]3[CH:32]=[CH:31][C:30]([O:29][C:28]4[CH:45]=[CH:46][C:47]([F:48])=[C:26]([NH:25][C:10]([C:9]5[N:5]([CH2:4][CH2:3][O:2][CH3:1])[N:6]=[C:7]([CH3:13])[CH:8]=5)=[O:12])[CH:27]=4)=[N:35][N:34]3[CH:36]=2)=[O:41])[CH2:43][CH2:44]1. The catalyst is CN(C)C=O.CN(C)C(=O)C. (4) The yield is 0.230. The product is [C:1]([NH:5][C:77]([C:76]1[CH:75]=[C:74]([C:73]2[C:54]([N:49]([CH2:48][CH2:47][OH:46])[S:50]([CH3:53])(=[O:51])=[O:52])=[CH:55][C:56]3[O:60][C:59]([C:61]4[CH:66]=[CH:65][C:64]([F:67])=[CH:63][CH:62]=4)=[C:58]([C:68]([NH:69][CH3:70])=[O:71])[C:57]=3[CH:72]=2)[CH:82]=[CH:81][CH:80]=1)=[O:78])([CH3:4])([CH3:3])[CH3:2]. The reactants are [C:1]([NH2:5])([CH3:4])([CH3:3])[CH3:2].CN(C(ON1N=NC2C=CC=NC1=2)=[N+](C)C)C.F[P-](F)(F)(F)(F)F.CCN(C(C)C)C(C)C.[Si]([O:46][CH2:47][CH2:48][N:49]([C:54]1[C:73]([C:74]2[CH:75]=[C:76]([CH:80]=[CH:81][CH:82]=2)[C:77](O)=[O:78])=[CH:72][C:57]2[C:58]([C:68](=[O:71])[NH:69][CH3:70])=[C:59]([C:61]3[CH:66]=[CH:65][C:64]([F:67])=[CH:63][CH:62]=3)[O:60][C:56]=2[CH:55]=1)[S:50]([CH3:53])(=[O:52])=[O:51])(C(C)(C)C)(C)C. The catalyst is CN(C=O)C.CCOC(C)=O. (5) The product is [CH3:25][O:24][C:21]1[CH:22]=[CH:23][C:18]([CH2:16][C:10]2[CH:11]=[CH:12][CH:13]=[C:14]([CH3:15])[C:9]=2[OH:8])=[CH:19][CH:20]=1. The yield is 0.930. The reactants are C([O:8][C:9]1[C:14]([CH3:15])=[CH:13][CH:12]=[CH:11][C:10]=1[CH:16]([C:18]1[CH:23]=[CH:22][C:21]([O:24][CH3:25])=[CH:20][CH:19]=1)O)C1C=CC=CC=1.Cl. The catalyst is CO.[OH-].[Pd+2].[OH-]. (6) The reactants are [CH3:1][N:2]([CH3:7])[CH2:3][CH2:4][C:5]#[N:6].N[NH:9][C:10]([NH2:12])=[S:11].C(=O)([O-])[O-].[K+].[K+]. The catalyst is FC(F)(F)C(O)=O.O. The product is [CH3:1][N:2]([CH3:7])[CH2:3][CH2:4][C:5]1[S:11][C:10]([NH2:12])=[N:9][N:6]=1. The yield is 0.330. (7) The reactants are O.[NH2:2][NH2:3].C[O:5][C:6]([C:8]1[C:12]([N+:13]([O-:15])=[O:14])=[CH:11][N:10]([CH2:16][C:17]2[CH:22]=[CH:21][C:20]([O:23][CH3:24])=[CH:19][CH:18]=2)[N:9]=1)=O. The catalyst is CCO. The product is [CH3:24][O:23][C:20]1[CH:21]=[CH:22][C:17]([CH2:16][N:10]2[CH:11]=[C:12]([N+:13]([O-:15])=[O:14])[C:8]([C:6]([NH:2][NH2:3])=[O:5])=[N:9]2)=[CH:18][CH:19]=1. The yield is 0.800.